This data is from Catalyst prediction with 721,799 reactions and 888 catalyst types from USPTO. The task is: Predict which catalyst facilitates the given reaction. (1) Reactant: [CH2:1]([OH:19])[C:2]([F:18])([O:7][C:8]([F:17])([F:16])[C:9]([F:15])([F:14])[C:10]([F:13])([F:12])[F:11])[C:3]([F:6])([F:5])[F:4].C1(=O)O[CH2:23][CH2:22][O:21]1.C(=O)([O-])[O-].[K+].[K+].Cl. Product: [F:18][C:2]([O:7][C:8]([F:16])([F:17])[C:9]([F:14])([F:15])[C:10]([F:11])([F:13])[F:12])([C:3]([F:6])([F:5])[F:4])[CH2:1][O:19][CH2:23][CH2:22][OH:21]. The catalyst class is: 237. (2) Reactant: C([N:3](CC)CC)C.[CH2:8]([O:10][C:11]([C:13]1[N:14]([CH3:36])[C:15]([CH2:34][CH3:35])=[C:16]([C:32]#[N:33])[C:17]=1[C:18]1[CH:23]=[CH:22][C:21]([O:24][C:25]2[CH:30]=[CH:29][CH:28]=[CH:27][C:26]=2N)=[CH:20][CH:19]=1)=[O:12])[CH3:9].[CH:37]([S:40](Cl)(=[O:42])=[O:41])([CH3:39])[CH3:38]. Product: [CH2:8]([O:10][C:11]([C:13]1[N:14]([CH3:36])[C:15]([CH2:34][CH3:35])=[C:16]([C:32]#[N:33])[C:17]=1[C:18]1[CH:23]=[CH:22][C:21]([O:24][C:25]2[CH:26]=[CH:27][CH:28]=[C:29]([NH:3][S:40]([CH:37]([CH3:39])[CH3:38])(=[O:42])=[O:41])[CH:30]=2)=[CH:20][CH:19]=1)=[O:12])[CH3:9]. The catalyst class is: 2. (3) Reactant: [CH2:1]([C:9]1[CH:14]=[CH:13][N:12]([C:15]2[CH:20]=[CH:19][C:18]3[C:21]4[CH2:22][NH:23][CH2:24][CH2:25][C:26]=4[O:27][C:17]=3[CH:16]=2)[C:11](=[O:28])[CH:10]=1)[CH2:2][C:3]1[CH:8]=[CH:7][CH:6]=[CH:5][CH:4]=1.[ClH:29].CCOCC. Product: [ClH:29].[CH2:1]([C:9]1[CH:14]=[CH:13][N:12]([C:15]2[CH:20]=[CH:19][C:18]3[C:21]4[CH2:22][NH:23][CH2:24][CH2:25][C:26]=4[O:27][C:17]=3[CH:16]=2)[C:11](=[O:28])[CH:10]=1)[CH2:2][C:3]1[CH:8]=[CH:7][CH:6]=[CH:5][CH:4]=1. The catalyst class is: 5.